From a dataset of Forward reaction prediction with 1.9M reactions from USPTO patents (1976-2016). Predict the product of the given reaction. (1) Given the reactants [CH:1]1([C:7]2[N:11]([CH2:12][C:13]3[CH:21]=[CH:20][C:16]([C:17](O)=[O:18])=[CH:15][CH:14]=3)[N:10]=[C:9]([C:22]3[CH:27]=[CH:26][C:25]([O:28][C:29]([F:32])([F:31])[F:30])=[CH:24][CH:23]=3)[CH:8]=2)[CH2:6][CH2:5][CH2:4][CH2:3][CH2:2]1.C1C=CC2N(O)N=NC=2C=1.C(N(C(C)C)CC)(C)C.Cl.[CH2:53]([O:55][C:56](=[O:61])[C@H:57]([CH2:59][NH2:60])N)[CH3:54], predict the reaction product. The product is: [CH:1]1([C:7]2[N:11]([CH2:12][C:13]3[CH:21]=[CH:20][C:16]([C:17]([NH:60][CH2:59][CH2:57][C:56]([O:55][CH2:53][CH3:54])=[O:61])=[O:18])=[CH:15][CH:14]=3)[N:10]=[C:9]([C:22]3[CH:27]=[CH:26][C:25]([O:28][C:29]([F:30])([F:31])[F:32])=[CH:24][CH:23]=3)[CH:8]=2)[CH2:6][CH2:5][CH2:4][CH2:3][CH2:2]1. (2) Given the reactants C([O:5][C:6](=[O:37])[CH2:7][O:8][CH2:9][CH:10]([CH3:36])[CH2:11][O:12][C:13]1[C:14]2[C:21]([C:22]3[CH:27]=[CH:26][C:25]([O:28][CH3:29])=[CH:24][CH:23]=3)=[C:20]([C:30]3[CH:35]=[CH:34][CH:33]=[CH:32][CH:31]=3)[O:19][C:15]=2[N:16]=[CH:17][N:18]=1)(C)(C)C, predict the reaction product. The product is: [CH3:29][O:28][C:25]1[CH:24]=[CH:23][C:22]([C:21]2[C:14]3[C:13]([O:12][CH2:11][CH:10]([CH3:36])[CH2:9][O:8][CH2:7][C:6]([OH:37])=[O:5])=[N:18][CH:17]=[N:16][C:15]=3[O:19][C:20]=2[C:30]2[CH:31]=[CH:32][CH:33]=[CH:34][CH:35]=2)=[CH:27][CH:26]=1. (3) Given the reactants CCO.CC(O)C.[CH3:8][N:9]1[CH2:14][CH2:13][CH:12]([CH2:15][CH2:16][CH2:17][N:18](C(OCC2C=CC=CC=2)=O)[C:19]([NH:21]C(OCC2C=CC=CC=2)=O)=[NH:20])[CH2:11][CH2:10]1.[H][H], predict the reaction product. The product is: [CH3:8][N:9]1[CH2:10][CH2:11][CH:12]([CH2:15][CH2:16][CH2:17][NH:18][C:19]([NH2:21])=[NH:20])[CH2:13][CH2:14]1. (4) The product is: [F:1][C:2]1[CH:3]=[C:4]2[C:22](=[O:21])[N:23]([CH:24]=1)[CH2:20][CH2:19][O:18][C:17](=[O:25])[C:16]1=[C:26]3[N:27]=[C:10]([CH:11]=[CH:12][N:13]3[N:14]=[CH:15]1)[N:9]1[C@@H:5]2[CH2:6][CH2:7][CH2:8]1. Given the reactants [F:1][C:2]1[CH:3]=[C:4]2[C:22](=[N:23][CH:24]=1)[O:21][CH2:20][CH2:19][O:18][C:17](=[O:25])[C:16]1=[C:26]3[N:27]=[C:10]([CH:11]=[CH:12][N:13]3[N:14]=[CH:15]1)[N:9]1[C@@H:5]2[CH2:6][CH2:7][CH2:8]1, predict the reaction product. (5) Given the reactants CN(C(ON1N=NC2C=CC=NC1=2)=[N+](C)C)C.F[P-](F)(F)(F)(F)F.[CH3:25][O:26][C@:27]1([C:36]2[CH:45]=[CH:44][C:43]3[C:38](=[CH:39][C:40]([CH:48]=[CH2:49])=[C:41]([O:46][CH3:47])[CH:42]=3)[CH:37]=2)[CH2:31][NH:30][C@H:29]([C:32]([O:34][CH3:35])=[O:33])[CH2:28]1.[CH3:50][C:51]([CH3:69])([CH2:66][CH:67]=[CH2:68])[CH2:52][CH2:53][O:54][C:55]([NH:57][C@@H:58]([C:62]([CH3:65])([CH3:64])[CH3:63])[C:59](O)=[O:60])=[O:56], predict the reaction product. The product is: [CH3:50][C:51]([CH3:69])([CH2:66][CH:67]=[CH2:68])[CH2:52][CH2:53][O:54][C:55]([NH:57][C@@H:58]([C:62]([CH3:64])([CH3:63])[CH3:65])[C:59]([N:30]1[CH2:31][C@:27]([O:26][CH3:25])([C:36]2[CH:45]=[CH:44][C:43]3[C:38](=[CH:39][C:40]([CH:48]=[CH2:49])=[C:41]([O:46][CH3:47])[CH:42]=3)[CH:37]=2)[CH2:28][C@H:29]1[C:32]([O:34][CH3:35])=[O:33])=[O:60])=[O:56]. (6) Given the reactants [CH3:1][O:2][C:3]([C:5]1[S:6][C:7]([C:13]([OH:15])=O)=[CH:8][C:9]=1[CH:10]([CH3:12])[CH3:11])=[O:4].C(N(CC)CC)C.CN(C(ON1N=NC2C=CC=CC1=2)=[N+](C)C)C.F[P-](F)(F)(F)(F)F.C1C=CC2N(O)N=NC=2C=1.[NH:57]1[C:65]2[C:60](=[C:61]([CH2:66][NH2:67])[CH:62]=[CH:63][CH:64]=2)[CH:59]=[N:58]1, predict the reaction product. The product is: [CH3:1][O:2][C:3]([C:5]1[S:6][C:7]([C:13](=[O:15])[NH:67][CH2:66][C:61]2[CH:62]=[CH:63][CH:64]=[C:65]3[C:60]=2[CH:59]=[N:58][NH:57]3)=[CH:8][C:9]=1[CH:10]([CH3:11])[CH3:12])=[O:4]. (7) The product is: [NH:13]([C:3]1[C:4]2[CH:12]=[N:11][CH:10]=[CH:9][C:5]=2[N:6]=[CH:7][N:8]=1)[C:14]1[CH:19]=[CH:18][CH:17]=[CH:16][CH:15]=1. Given the reactants CS[C:3]1[C:4]2[CH:12]=[N:11][CH:10]=[CH:9][C:5]=2[N:6]=[CH:7][N:8]=1.[NH2:13][C:14]1[CH:19]=[CH:18][CH:17]=[CH:16][CH:15]=1, predict the reaction product.